Task: Predict the reactants needed to synthesize the given product.. Dataset: Full USPTO retrosynthesis dataset with 1.9M reactions from patents (1976-2016) (1) Given the product [C:43]([N:24]1[CH2:25][CH2:26][CH:21]([C:18]2[N:17]=[C:16]([NH:15][C:14]3[N:13]=[CH:12][C:11]([O:27][C:28]4[CH:29]=[CH:30][C:31]([CH:32]=[O:33])=[CH:34][CH:35]=4)=[CH:10][C:9]=3[S:8][C:3]3[CH:4]=[CH:5][CH:6]=[CH:7][C:2]=3[Cl:1])[S:20][N:19]=2)[CH2:22][CH2:23]1)(=[O:45])[CH3:44], predict the reactants needed to synthesize it. The reactants are: [Cl:1][C:2]1[CH:7]=[CH:6][CH:5]=[CH:4][C:3]=1[S:8][C:9]1[CH:10]=[C:11]([O:27][C:28]2[CH:35]=[CH:34][C:31]([CH:32]=[O:33])=[CH:30][CH:29]=2)[CH:12]=[N:13][C:14]=1[NH:15][C:16]1[S:20][N:19]=[C:18]([CH:21]2[CH2:26][CH2:25][NH:24][CH2:23][CH2:22]2)[N:17]=1.C(N(CC)CC)C.[C:43](OC(=O)C)(=[O:45])[CH3:44].C(=O)(O)[O-].[Na+]. (2) The reactants are: [PH2](=O)[O-].[NH4+].C[Si](C)(C)N[Si](C)(C)C.C[Si](P([Si](C)(C)C)(=O)[O-])(C)C.[CH3:25][O:26][C:27]1[CH:68]=[CH:67][C:30]([C:31]([O:44][CH2:45][C@H:46]2[O:50][C@@H:49]([N:51]3[CH:58]=[C:57]([CH3:59])[C:55](=[O:56])[NH:54][C:52]3=[O:53])[C@H:48]([O:60][CH2:61][CH2:62][O:63][CH3:64])[C@@H:47]2[CH2:65]I)([C:38]2[CH:43]=[CH:42][CH:41]=[CH:40][CH:39]=2)[C:32]2[CH:37]=[CH:36][CH:35]=[CH:34][CH:33]=2)=[CH:29][CH:28]=1.C(N(C(C)C)CC)(C)C. Given the product [CH3:25][O:26][C:27]1[CH:28]=[CH:29][C:30]([C:31]([O:44][CH2:45][C@H:46]2[O:50][C@@H:49]([N:51]3[CH:58]=[C:57]([CH3:59])[C:55](=[O:56])[NH:54][C:52]3=[O:53])[C@H:48]([O:60][CH2:61][CH2:62][O:63][CH3:64])[C@@H:47]2[CH3:65])([C:32]2[CH:33]=[CH:34][CH:35]=[CH:36][CH:37]=2)[C:38]2[CH:43]=[CH:42][CH:41]=[CH:40][CH:39]=2)=[CH:67][CH:68]=1, predict the reactants needed to synthesize it. (3) Given the product [Cl:13][C:10]1[CH:11]=[CH:12][C:7]([CH:3]([O:2][CH3:1])[CH2:4][CH2:5][N:28]2[CH2:29][CH2:30][CH:25]([C:21]3[CH:20]=[C:19]([NH:18][C:16](=[O:17])[CH:15]([CH3:14])[CH3:31])[CH:24]=[CH:23][CH:22]=3)[CH2:26][CH2:27]2)=[CH:8][CH:9]=1, predict the reactants needed to synthesize it. The reactants are: [CH3:1][O:2][CH:3]([C:7]1[CH:12]=[CH:11][C:10]([Cl:13])=[CH:9][CH:8]=1)[CH2:4][CH2:5]Cl.[CH3:14][CH:15]([CH3:31])[C:16]([NH:18][C:19]1[CH:24]=[CH:23][CH:22]=[C:21]([CH:25]2[CH2:30][CH2:29][NH:28][CH2:27][CH2:26]2)[CH:20]=1)=[O:17].C(N(C(C)C)CC)(C)C. (4) The reactants are: [OH:1][CH2:2][CH2:3][CH2:4][C:5]1[CH:14]=[C:13]2[C:8]([CH:9]=[CH:10][C:11](=[O:15])[O:12]2)=[CH:7][CH:6]=1.C([O-])(=O)C.[Na+].[Br:21]Br. Given the product [Br:21][C:10]1[C:11](=[O:15])[O:12][C:13]2[C:8]([CH:9]=1)=[CH:7][CH:6]=[C:5]([CH2:4][CH2:3][CH2:2][OH:1])[CH:14]=2, predict the reactants needed to synthesize it.